Task: Predict the reactants needed to synthesize the given product.. Dataset: Full USPTO retrosynthesis dataset with 1.9M reactions from patents (1976-2016) (1) Given the product [Cl:1][C:2]1[C:3]2[N:4]([C:24]([CH2:25][CH:26]3[CH2:28][CH2:27]3)=[N:23][N:22]=2)[N:5]=[CH:6][C:7]=1[N:8]1[CH2:9][CH2:10][CH:11]([C:14]2[CH:19]=[CH:18][CH:17]=[CH:16][C:15]=2[O:20][CH3:21])[CH2:12][CH2:13]1, predict the reactants needed to synthesize it. The reactants are: [Cl:1][C:2]1[C:7]([N:8]2[CH2:13][CH2:12][CH:11]([C:14]3[CH:19]=[CH:18][CH:17]=[CH:16][C:15]=3[O:20][CH3:21])[CH2:10][CH2:9]2)=[CH:6][N:5]=[N:4][C:3]=1[NH:22][NH:23][C:24](=O)[CH2:25][CH:26]1[CH2:28][CH2:27]1.P(Cl)(Cl)(Cl)=O. (2) Given the product [CH2:15]([O:17][C:18]1[O:29][C:21]([CH2:22][CH2:23][C:24]([O:26][CH3:27])=[O:25])=[N:20][CH:19]=1)[CH3:16], predict the reactants needed to synthesize it. The reactants are: O=P12OP3(OP(OP(O3)(O1)=O)(=O)O2)=O.[CH2:15]([O:17][C:18](=[O:29])[CH2:19][NH:20][C:21](=O)[CH2:22][CH2:23][C:24]([O:26][CH3:27])=[O:25])[CH3:16]. (3) Given the product [O:8]=[C:2]([NH:14][C:13]1[CH:15]=[CH:16][CH:17]=[C:11]([C:10]([F:9])([F:18])[F:19])[CH:12]=1)[C:3]([O:5][CH2:6][CH3:7])=[O:4], predict the reactants needed to synthesize it. The reactants are: Cl[C:2](=[O:8])[C:3]([O:5][CH2:6][CH3:7])=[O:4].[F:9][C:10]([F:19])([F:18])[C:11]1[CH:12]=[C:13]([CH:15]=[CH:16][CH:17]=1)[NH2:14].CCCCCC.